Dataset: Forward reaction prediction with 1.9M reactions from USPTO patents (1976-2016). Task: Predict the product of the given reaction. (1) The product is: [CH2:1]([C:5]1[N:6]=[C:7]([CH3:27])[N:8]([C:35]2[CH:36]=[CH:37][C:31]3[O:30][C:29]([CH3:28])([CH3:41])[CH2:33][C:32]=3[CH:34]=2)[C:9](=[O:26])[C:10]=1[CH2:11][C:12]1[CH:17]=[CH:16][C:15]([C:18]2[C:19]([C:24]#[N:25])=[CH:20][CH:21]=[CH:22][CH:23]=2)=[CH:14][CH:13]=1)[CH2:2][CH2:3][CH3:4]. Given the reactants [CH2:1]([C:5]1[N:6]=[C:7]([CH3:27])[NH:8][C:9](=[O:26])[C:10]=1[CH2:11][C:12]1[CH:17]=[CH:16][C:15]([C:18]2[C:19]([C:24]#[N:25])=[CH:20][CH:21]=[CH:22][CH:23]=2)=[CH:14][CH:13]=1)[CH2:2][CH2:3][CH3:4].[CH3:28][C:29]1([CH3:41])[CH2:33][C:32]2[CH:34]=[C:35](B(O)O)[CH:36]=[CH:37][C:31]=2[O:30]1.C(N(CC)CC)C.N1C=CC=CC=1, predict the reaction product. (2) Given the reactants [Br:1][CH2:2][C:3]([C:5]1[CH:10]=[CH:9][C:8]([Br:11])=[CH:7][CH:6]=1)=O.[NH2:12][C:13]([NH2:15])=[S:14], predict the reaction product. The product is: [BrH:1].[Br:11][C:8]1[CH:9]=[CH:10][C:5]([C:3]2[N:12]=[C:13]([NH2:15])[S:14][CH:2]=2)=[CH:6][CH:7]=1.[BrH:1].[Br:11][C:8]1[CH:9]=[CH:10][C:5]([C:3]2[S:14][C:13]([NH2:15])=[N:12][CH:2]=2)=[CH:6][CH:7]=1. (3) Given the reactants [Cl:1][C:2]1[C:7]([F:8])=[CH:6][CH:5]=[C:4]([Cl:9])[C:3]=1[C@@H:10]([O:12][C:13]1[C:14]([NH2:25])=[N:15][CH:16]=[C:17]([C:19]#[C:20][Si](C)(C)C)[CH:18]=1)[CH3:11].C(=O)([O-])[O-].[K+].[K+], predict the reaction product. The product is: [Cl:1][C:2]1[C:7]([F:8])=[CH:6][CH:5]=[C:4]([Cl:9])[C:3]=1[C@@H:10]([O:12][C:13]1[C:14]([NH2:25])=[N:15][CH:16]=[C:17]([C:19]#[CH:20])[CH:18]=1)[CH3:11]. (4) Given the reactants Br[C:2]1[CH:3]=[C:4]2[C:8](=[CH:9][C:10]=1[CH3:11])[NH:7][N:6]=[CH:5]2.BrC1C=C2C(=CC=1F)NN=C2.C([Li])(C)(C)C.[C:28](=[O:30])=[O:29], predict the reaction product. The product is: [CH3:11][C:10]1[CH:9]=[C:8]2[C:4]([CH:5]=[N:6][NH:7]2)=[CH:3][C:2]=1[C:28]([OH:30])=[O:29].